This data is from Full USPTO retrosynthesis dataset with 1.9M reactions from patents (1976-2016). The task is: Predict the reactants needed to synthesize the given product. Given the product [O:30]1[C:26]2[CH:25]=[CH:24][C:23]([NH:22][S:10]([C:7]3[CH:8]=[CH:9][C:4]([CH2:1][CH2:2][CH3:3])=[CH:5][CH:6]=3)(=[O:12])=[O:11])=[CH:31][C:27]=2[CH:28]=[N:29]1, predict the reactants needed to synthesize it. The reactants are: [CH2:1]([C:4]1[CH:9]=[CH:8][C:7]([S:10](Cl)(=[O:12])=[O:11])=[CH:6][CH:5]=1)[CH2:2][CH3:3].N1C=CC=CC=1.N#N.[NH2:22][C:23]1[CH:24]=[CH:25][C:26]2[O:30][N:29]=[CH:28][C:27]=2[CH:31]=1.C([O-])(O)=O.[Na+].